Dataset: Full USPTO retrosynthesis dataset with 1.9M reactions from patents (1976-2016). Task: Predict the reactants needed to synthesize the given product. (1) Given the product [CH3:30][O:29][C:25](=[O:28])[CH2:26][CH2:27][N:6]1[C:5](=[O:18])[CH:4]([CH:1]([CH3:3])[CH3:2])[O:9][C:8]2[C:10]3[C:15]([CH:16]=[CH:17][C:7]1=2)=[CH:14][CH:13]=[CH:12][CH:11]=3, predict the reactants needed to synthesize it. The reactants are: [CH:1]([CH:4]1[O:9][C:8]2[C:10]3[C:15]([CH:16]=[CH:17][C:7]=2[NH:6][C:5]1=[O:18])=[CH:14][CH:13]=[CH:12][CH:11]=3)([CH3:3])[CH3:2].C(=O)([O-])[O-].[K+].[K+].[C:25]([O:29][CH3:30])(=[O:28])[CH:26]=[CH2:27].C(OCC)(=O)C. (2) The reactants are: Cl[C:2]1[CH:7]=[C:6]([Cl:8])[CH:5]=[CH:4][C:3]=1[CH:9]([F:12])[CH2:10][NH2:11].[Cl:13][C:14]1[CH:15]=[C:16]2[C:21](=[CH:22][C:23]=1[O:24][C:25]1[CH:33]=[CH:32][C:28]([C:29](O)=[O:30])=[CH:27][CH:26]=1)[O:20][CH2:19][CH2:18][CH:17]2[C:34]([O:36][CH2:37][CH3:38])=[O:35].N1C2C(=NC=CC=2)N(O)N=1.Cl.C(N=C=NCCCN(C)C)C. Given the product [Cl:13][C:14]1[CH:15]=[C:16]2[C:21](=[CH:22][C:23]=1[O:24][C:25]1[CH:33]=[CH:32][C:28]([C:29](=[O:30])[NH:11][CH2:10][CH:9]([C:3]3[CH:4]=[CH:5][C:6]([Cl:8])=[CH:7][CH:2]=3)[F:12])=[CH:27][CH:26]=1)[O:20][CH2:19][CH2:18][CH:17]2[C:34]([O:36][CH2:37][CH3:38])=[O:35], predict the reactants needed to synthesize it. (3) Given the product [CH2:4]([N:5]1[CH2:25][CH2:24][C@@:12]23[C:13]4[C:18]5[CH2:19][C@@H:6]1[C@H:7]2[CH2:8][C@H:9]([C@:27]([OH:33])([C:29]([CH3:32])([CH3:31])[CH3:30])[CH3:28])[C@H:10]([OH:26])[C@@H:11]3[O:23][C:14]=4[C:15]([OH:22])=[C:16]1[CH2:21][CH2:20][C:17]1=5)[CH:1]=[CH2:2], predict the reactants needed to synthesize it. The reactants are: [CH:1]1([CH2:4][N:5]2[CH2:25][CH2:24][C@@:12]34[C:13]5[C:18]6[CH2:19][C@@H:6]2[C@H:7]3[CH2:8][C@H:9]([C@:27]([OH:33])([C:29]([CH3:32])([CH3:31])[CH3:30])[CH3:28])[C@H:10]([OH:26])[C@@H:11]4[O:23][C:14]=5[C:15]([OH:22])=[C:16]2[CH2:21][CH2:20][C:17]2=6)C[CH2:2]1.C(N1CC[C@@]23C4C5C[C@@H]1[C@H]2C[C@H]([C@](O)(C(C)(C)C)C)[C@H](OC)[C@@H]3OC=4C(O)=C1CCC1=5)C=C.C[C@@](O)(C(C)(C)C)[C@@H]1[C@]2(OC)[C@@H]3OC4=C(O)C=CC5=C4[C@]43CCN(CC3CC3)[C@H](C5)[C@@]4(CC2)C1. (4) Given the product [CH3:1][O:2][C:3]1[CH:8]=[CH:7][C:6]([O:9][CH3:10])=[CH:5][C:4]=1[CH2:11][C:12]1[N:25]([C:21]2[CH:22]=[CH:23][CH:24]=[C:19]([S:18][CH3:17])[CH:20]=2)[C:26](=[S:29])[NH:27][N:28]=1, predict the reactants needed to synthesize it. The reactants are: [CH3:1][O:2][C:3]1[CH:8]=[CH:7][C:6]([O:9][CH3:10])=[CH:5][C:4]=1[CH2:11][C:12](OCC)=O.[CH3:17][S:18][C:19]1[CH:20]=[C:21]([NH:25][C:26](=[S:29])[NH:27][NH2:28])[CH:22]=[CH:23][CH:24]=1.C[O-].[Na+]. (5) The reactants are: [O:1]1[CH2:6][CH2:5][O:4][C:3]2[CH:7]=[C:8]([OH:11])[CH:9]=[CH:10][C:2]1=2.CC1C=C(O)C=CC=1C.[F:21][C:22]([F:45])([F:44])[C:23]1[O:27][C:26]([CH2:28][N:29]2[C:37]3[CH:36]=[C:35]4[O:38][CH2:39][CH2:40][O:41][C:34]4=[CH:33][C:32]=3[C:31](=[O:42])[C:30]2=[O:43])=[CH:25][CH:24]=1.C1(C(C2C=CC=CC=2)N2C3C(=CC=CC=3)C(=O)C2=O)C=CC=CC=1. Given the product [OH:42][C:31]1([C:9]2[C:8]([OH:11])=[CH:7][C:3]3[O:4][CH2:5][CH2:6][O:1][C:2]=3[CH:10]=2)[C:32]2[CH:33]=[C:34]3[O:41][CH2:40][CH2:39][O:38][C:35]3=[CH:36][C:37]=2[N:29]([CH2:28][C:26]2[O:27][C:23]([C:22]([F:44])([F:45])[F:21])=[CH:24][CH:25]=2)[C:30]1=[O:43], predict the reactants needed to synthesize it. (6) Given the product [C:35]([OH:36])([C:18]([F:21])([F:20])[F:19])=[O:38].[F:34][C:25]1[CH:26]=[C:27]([S:30]([NH2:33])(=[O:31])=[O:32])[CH:28]=[CH:29][C:24]=1[C:9]1[CH:17]=[C:16]([C:18]([F:19])([F:20])[F:21])[CH:15]=[C:14]2[C:10]=1[CH:11]=[N:12][NH:13]2, predict the reactants needed to synthesize it. The reactants are: CC1(C)C(C)(C)OB([C:9]2[CH:17]=[C:16]([C:18]([F:21])([F:20])[F:19])[CH:15]=[C:14]3[C:10]=2[CH:11]=[N:12][NH:13]3)O1.Br[C:24]1[CH:29]=[CH:28][C:27]([S:30]([NH2:33])(=[O:32])=[O:31])=[CH:26][C:25]=1[F:34].[C:35](=[O:38])(O)[O-:36].[Na+]. (7) Given the product [Cl:1][C:2]1[N:7]=[CH:6][C:5]([CH:8]([NH2:11])[CH3:9])=[CH:4][CH:3]=1, predict the reactants needed to synthesize it. The reactants are: [Cl:1][C:2]1[N:7]=[CH:6][C:5]([C:8](=O)[CH3:9])=[CH:4][CH:3]=1.[NH3:11].[BH4-].[Na+].